From a dataset of Peptide-MHC class I binding affinity with 185,985 pairs from IEDB/IMGT. Regression. Given a peptide amino acid sequence and an MHC pseudo amino acid sequence, predict their binding affinity value. This is MHC class I binding data. (1) The peptide sequence is GMGVTYLAL. The MHC is H-2-Db with pseudo-sequence H-2-Db. The binding affinity (normalized) is 0.209. (2) The peptide sequence is EQRLIDICV. The MHC is HLA-B58:01 with pseudo-sequence HLA-B58:01. The binding affinity (normalized) is 0.0847. (3) The peptide sequence is MATMLEYVRY. The MHC is HLA-A03:01 with pseudo-sequence HLA-A03:01. The binding affinity (normalized) is 0.411. (4) The MHC is HLA-A31:01 with pseudo-sequence HLA-A31:01. The binding affinity (normalized) is 0. The peptide sequence is FISDNKKEY.